This data is from NCI-60 drug combinations with 297,098 pairs across 59 cell lines. The task is: Regression. Given two drug SMILES strings and cell line genomic features, predict the synergy score measuring deviation from expected non-interaction effect. (1) Drug 1: CCCCCOC(=O)NC1=NC(=O)N(C=C1F)C2C(C(C(O2)C)O)O. Drug 2: C1CNP(=O)(OC1)N(CCCl)CCCl. Cell line: 786-0. Synergy scores: CSS=0.773, Synergy_ZIP=-1.38, Synergy_Bliss=-1.63, Synergy_Loewe=-0.885, Synergy_HSA=-1.04. (2) Drug 1: CC(C1=C(C=CC(=C1Cl)F)Cl)OC2=C(N=CC(=C2)C3=CN(N=C3)C4CCNCC4)N. Drug 2: CCC1(CC2CC(C3=C(CCN(C2)C1)C4=CC=CC=C4N3)(C5=C(C=C6C(=C5)C78CCN9C7C(C=CC9)(C(C(C8N6C)(C(=O)OC)O)OC(=O)C)CC)OC)C(=O)OC)O.OS(=O)(=O)O. Cell line: NCI-H522. Synergy scores: CSS=41.7, Synergy_ZIP=3.48, Synergy_Bliss=8.72, Synergy_Loewe=-9.54, Synergy_HSA=8.45. (3) Drug 1: CC(CN1CC(=O)NC(=O)C1)N2CC(=O)NC(=O)C2. Drug 2: C(CCl)NC(=O)N(CCCl)N=O. Cell line: SW-620. Synergy scores: CSS=32.8, Synergy_ZIP=-8.23, Synergy_Bliss=-2.77, Synergy_Loewe=-2.72, Synergy_HSA=-1.74. (4) Drug 1: CC1C(C(CC(O1)OC2CC(CC3=C2C(=C4C(=C3O)C(=O)C5=C(C4=O)C(=CC=C5)OC)O)(C(=O)CO)O)N)O.Cl. Synergy scores: CSS=23.1, Synergy_ZIP=-8.10, Synergy_Bliss=0.0618, Synergy_Loewe=-2.87, Synergy_HSA=0.639. Cell line: UACC62. Drug 2: C1=CC(=CC=C1CC(C(=O)O)N)N(CCCl)CCCl.Cl. (5) Drug 1: CN(C)N=NC1=C(NC=N1)C(=O)N. Drug 2: COC1=NC(=NC2=C1N=CN2C3C(C(C(O3)CO)O)O)N. Cell line: MCF7. Synergy scores: CSS=-0.746, Synergy_ZIP=2.70, Synergy_Bliss=3.74, Synergy_Loewe=-0.0515, Synergy_HSA=0.829. (6) Drug 1: CCC(=C(C1=CC=CC=C1)C2=CC=C(C=C2)OCCN(C)C)C3=CC=CC=C3.C(C(=O)O)C(CC(=O)O)(C(=O)O)O. Drug 2: CCN(CC)CCCC(C)NC1=C2C=C(C=CC2=NC3=C1C=CC(=C3)Cl)OC. Cell line: LOX IMVI. Synergy scores: CSS=21.5, Synergy_ZIP=-3.24, Synergy_Bliss=-0.435, Synergy_Loewe=-17.5, Synergy_HSA=-0.735. (7) Drug 1: C1CCN(CC1)CCOC2=CC=C(C=C2)C(=O)C3=C(SC4=C3C=CC(=C4)O)C5=CC=C(C=C5)O. Drug 2: CCC(=C(C1=CC=CC=C1)C2=CC=C(C=C2)OCCN(C)C)C3=CC=CC=C3.C(C(=O)O)C(CC(=O)O)(C(=O)O)O. Cell line: UACC-257. Synergy scores: CSS=-2.06, Synergy_ZIP=3.00, Synergy_Bliss=4.77, Synergy_Loewe=1.06, Synergy_HSA=0.0280. (8) Drug 1: COC1=C(C=C2C(=C1)N=CN=C2NC3=CC(=C(C=C3)F)Cl)OCCCN4CCOCC4. Drug 2: CC1=C(C(CCC1)(C)C)C=CC(=CC=CC(=CC(=O)O)C)C. Cell line: ACHN. Synergy scores: CSS=52.8, Synergy_ZIP=2.51, Synergy_Bliss=2.26, Synergy_Loewe=8.88, Synergy_HSA=11.2.